This data is from Peptide-MHC class II binding affinity with 134,281 pairs from IEDB. The task is: Regression. Given a peptide amino acid sequence and an MHC pseudo amino acid sequence, predict their binding affinity value. This is MHC class II binding data. The peptide sequence is AADKFKTFEAAFTSS. The MHC is DRB1_0101 with pseudo-sequence DRB1_0101. The binding affinity (normalized) is 0.897.